This data is from Peptide-MHC class II binding affinity with 134,281 pairs from IEDB. The task is: Regression. Given a peptide amino acid sequence and an MHC pseudo amino acid sequence, predict their binding affinity value. This is MHC class II binding data. (1) The binding affinity (normalized) is 0.787. The MHC is HLA-DQA10501-DQB10301 with pseudo-sequence HLA-DQA10501-DQB10301. The peptide sequence is GWDLNAASAYCSTWD. (2) The peptide sequence is EGGAHLVQDDVIPAN. The MHC is DRB3_0202 with pseudo-sequence DRB3_0202. The binding affinity (normalized) is 0.116. (3) The binding affinity (normalized) is 0. The peptide sequence is KKGLNWITKVIMGAVLI. The MHC is DRB5_0101 with pseudo-sequence DRB5_0101. (4) The binding affinity (normalized) is 0.407. The MHC is DRB1_0701 with pseudo-sequence DRB1_0701. The peptide sequence is TKFKYLAGDYLSLAD. (5) The peptide sequence is VTALRANSAVKLQNN. The MHC is DRB1_0101 with pseudo-sequence DRB1_0101. The binding affinity (normalized) is 0.850. (6) The peptide sequence is DRASYRAHWQDDDVT. The MHC is DRB1_0405 with pseudo-sequence DRB1_0405. The binding affinity (normalized) is 0.403.